Predict which catalyst facilitates the given reaction. From a dataset of Catalyst prediction with 721,799 reactions and 888 catalyst types from USPTO. (1) Reactant: [C:1]1([CH2:7][S:8]([NH2:11])(=[O:10])=[O:9])[CH:6]=[CH:5][CH:4]=[CH:3][CH:2]=1.[C:12]([C:14]1[C:15]([N:28]2[CH2:33][CH2:32][CH:31]([C:34](O)=[O:35])[CH2:30][CH2:29]2)=[N:16][C:17]([C:26]#[N:27])=[C:18]([C:20]([O:22][CH:23]([CH3:25])[CH3:24])=[O:21])[CH:19]=1)#[N:13].CCN(C(C)C)C(C)C.C1CN([P+](Br)(N2CCCC2)N2CCCC2)CC1.F[P-](F)(F)(F)(F)F. Product: [CH:23]([O:22][C:20](=[O:21])[C:18]1[CH:19]=[C:14]([C:12]#[N:13])[C:15]([N:28]2[CH2:33][CH2:32][CH:31]([C:34](=[O:35])[NH:11][S:8]([CH2:7][C:1]3[CH:2]=[CH:3][CH:4]=[CH:5][CH:6]=3)(=[O:9])=[O:10])[CH2:30][CH2:29]2)=[N:16][C:17]=1[C:26]#[N:27])([CH3:25])[CH3:24]. The catalyst class is: 2. (2) Reactant: [CH2:1]([O:8][C:9]1[C:10](Cl)=[N:11][CH:12]=[N:13][C:14]=1[C:15]1[CH:20]=[CH:19][C:18]([CH3:21])=[CH:17][CH:16]=1)[C:2]1[CH:7]=[CH:6][CH:5]=[CH:4][CH:3]=1.[C:23]([C:25]1[CH:31]=[CH:30][C:28]([NH2:29])=[CH:27][C:26]=1[F:32])#[N:24].[H-].[Na+]. Product: [CH2:1]([O:8][C:9]1[C:10]([NH:29][C:28]2[CH:30]=[CH:31][C:25]([C:23]#[N:24])=[C:26]([F:32])[CH:27]=2)=[N:11][CH:12]=[N:13][C:14]=1[C:15]1[CH:20]=[CH:19][C:18]([CH3:21])=[CH:17][CH:16]=1)[C:2]1[CH:7]=[CH:6][CH:5]=[CH:4][CH:3]=1. The catalyst class is: 3. (3) Reactant: [CH2:1](Br)[C:2]1[CH:7]=[CH:6][CH:5]=[CH:4][CH:3]=1.C(=O)([O-])[O-].[Cs+].[Cs+].[OH:15][NH:16][C:17]1[CH:27]=[CH:26][CH:25]=[CH:24][C:18]=1[C:19]([O:21][CH2:22][CH3:23])=[O:20]. Product: [CH2:1]([O:15][NH:16][C:17]1[CH:27]=[CH:26][CH:25]=[CH:24][C:18]=1[C:19]([O:21][CH2:22][CH3:23])=[O:20])[C:2]1[CH:7]=[CH:6][CH:5]=[CH:4][CH:3]=1. The catalyst class is: 18. (4) Reactant: [CH2:1]([O:3][C@@H:4]([CH2:8][C:9]1[CH:10]=[N:11][C:12]([C:15]2[CH:20]=[CH:19][CH:18]=[C:17]([NH:21][CH3:22])[CH:16]=2)=[CH:13][CH:14]=1)[C:5]([OH:7])=[O:6])[CH3:2].[CH3:23]O. Product: [CH2:1]([O:3][C@@H:4]([CH2:8][C:9]1[CH:10]=[N:11][C:12]([C:15]2[CH:20]=[CH:19][CH:18]=[C:17]([NH:21][CH3:22])[CH:16]=2)=[CH:13][CH:14]=1)[C:5]([O:7][CH3:23])=[O:6])[CH3:2]. The catalyst class is: 65. (5) Reactant: [C:1]([N:8]1[CH2:15][CH2:14][CH2:13][C@H:9]1[C:10]([OH:12])=O)([O:3][C:4]([CH3:7])([CH3:6])[CH3:5])=[O:2].CN(C(ON1N=N[C:26]2[CH:27]=[CH:28][CH:29]=N[C:25]1=2)=[N+](C)C)C.F[P-](F)(F)(F)(F)F.CC[N:42]([CH:46]([CH3:48])C)[CH:43]([CH3:45])[CH3:44].[S:49]1[CH:53]=[CH:52][N:51]=[C:50]1[NH2:54].CN(C=[O:59])C. Product: [C:4]([O:3][C:1]([N:8]1[CH2:15][CH2:14][CH2:13][C@H:9]1[C:10](=[O:12])[NH:54][C:50]1[S:49][CH:53]=[C:52]([C:27]2[CH:28]=[CH:29][C:48]([C:46](=[O:59])[NH:42][CH:43]3[CH2:44][CH2:45]3)=[CH:25][CH:26]=2)[N:51]=1)=[O:2])([CH3:5])([CH3:6])[CH3:7]. The catalyst class is: 25. (6) Reactant: Cl[C:2]1[C:17]([C:18]2[CH:23]=[CH:22][C:21]([Cl:24])=[CH:20][CH:19]=2)=[CH:16][C:5]([C:6]([NH:8][C@@H:9]2[CH2:14][CH2:13][CH2:12][CH2:11][C@H:10]2[OH:15])=[O:7])=[CH:4][N:3]=1.C1(P(C2C=CC=CC=2)C2C=CC=CC=2)C=CC=CC=1.[CH2:44]([O:47][CH3:48])[C:45]#[CH:46].C(NCC)C. Product: [Cl:24][C:21]1[CH:22]=[CH:23][C:18]([C:17]2[C:2]([C:46]#[C:45][CH2:44][O:47][CH3:48])=[N:3][CH:4]=[C:5]([CH:16]=2)[C:6]([NH:8][C@@H:9]2[CH2:14][CH2:13][CH2:12][CH2:11][C@H:10]2[OH:15])=[O:7])=[CH:19][CH:20]=1. The catalyst class is: 870. (7) Reactant: [C:1]([NH2:9])(=[S:8])[C:2]1[CH:7]=[CH:6][CH:5]=[CH:4][CH:3]=1.[CH3:10]OC(OC)N(C)C.Cl[CH2:19][C:20](=[O:22])[CH3:21]. Product: [C:2]1([C:1]2[S:8][C:19]([C:20](=[O:22])[CH3:21])=[CH:10][N:9]=2)[CH:7]=[CH:6][CH:5]=[CH:4][CH:3]=1. The catalyst class is: 13. (8) The catalyst class is: 2. Reactant: [CH3:1][CH:2]1[C:11]2[NH:10][C:9](=[O:12])[CH:8]=[CH:7][C:6]=2[CH2:5][N:4]([C:13]([O:15][C:16]([CH3:19])([CH3:18])[CH3:17])=[O:14])[CH2:3]1.N1C=CC=CC=1.[F:26][C:27]([F:40])([F:39])[S:28](O[S:28]([C:27]([F:40])([F:39])[F:26])(=[O:30])=[O:29])(=[O:30])=[O:29]. Product: [CH3:1][CH:2]1[C:11]2[N:10]=[C:9]([O:12][S:28]([C:27]([F:40])([F:39])[F:26])(=[O:30])=[O:29])[CH:8]=[CH:7][C:6]=2[CH2:5][N:4]([C:13]([O:15][C:16]([CH3:18])([CH3:17])[CH3:19])=[O:14])[CH2:3]1.